Binary Classification. Given a drug SMILES string, predict its activity (active/inactive) in a high-throughput screening assay against a specified biological target. From a dataset of M1 muscarinic receptor antagonist screen with 61,756 compounds. (1) The drug is Clc1ccc(CN2CC(CCC2)C(=O)N)cc1. The result is 0 (inactive). (2) The drug is s1c(NC(=O)C2CC2)nnc1c1occc1. The result is 0 (inactive). (3) The molecule is O=C(NC1CC1)c1c2n(nc1)c(c1CCCCc1n2)C. The result is 0 (inactive). (4) The molecule is O1C(CCC1)CN(Cc1cc2c([nH]c1=O)cc(c(c2)C)C)C(=O)c1nccnc1. The result is 0 (inactive). (5) The drug is S(c1nc(N2CCOCC2)nc(NC(C)C)n1)CC(=O)Nc1ccccc1. The result is 0 (inactive). (6) The compound is S(CC(Oc1ccc(NC(=O)C)cc1)=O)c1snc(SC)n1. The result is 0 (inactive).